Predict the reaction yield, written as a fraction of the theoretical maximum amount of product (1.0 means a 100% yield; for example, 0.34 means a 34% yield). From a dataset of Reaction yield outcomes from USPTO patents with 853,638 reactions. (1) The reactants are [S:1]1[C:5]2[CH:6]=[C:7]([CH2:10]O)[CH:8]=[CH:9][C:4]=2[N:3]=[CH:2]1.P(Br)(Br)[Br:13]. The catalyst is C(OCC)C. The product is [Br:13][CH2:10][C:7]1[CH:8]=[CH:9][C:4]2[N:3]=[CH:2][S:1][C:5]=2[CH:6]=1. The yield is 0.860. (2) The reactants are [CH3:1][N:2]([CH:4]=[O:5])[CH3:3].[Br:6][C:7]1C(O)=NC=[C:11]([I:13])[CH:12]=1.IC.C([O-])([O-])=O.[K+].[K+]. The catalyst is O. The product is [Br:6][C:7]1[C:4](=[O:5])[N:2]([CH3:3])[CH:1]=[C:11]([I:13])[CH:12]=1. The yield is 0.950.